This data is from Catalyst prediction with 721,799 reactions and 888 catalyst types from USPTO. The task is: Predict which catalyst facilitates the given reaction. (1) Reactant: B1(C)OC(C2C=CC=CC=2)(C2C=CC=CC=2)[C@H]2N1CCC2.C1(C)C=CC=CC=1.[CH3:29][C:30]1[CH:35]=[CH:34][C:33]([S:36]([O:39][CH2:40][C:41]([C:43]2[CH:48]=[CH:47][C:46]([F:49])=[CH:45][CH:44]=2)=[O:42])(=[O:38])=[O:37])=[CH:32][CH:31]=1.O. Product: [CH3:29][C:30]1[CH:31]=[CH:32][C:33]([S:36]([O:39][CH2:40][C@H:41]([C:43]2[CH:44]=[CH:45][C:46]([F:49])=[CH:47][CH:48]=2)[OH:42])(=[O:37])=[O:38])=[CH:34][CH:35]=1. The catalyst class is: 1. (2) The catalyst class is: 14. Product: [C:1]([C:5]1[CH:6]=[C:7]([NH:11][C:12]2[CH:17]=[CH:16][N:15]3[N:18]=[CH:19][C:20]([CH:21]=[C:29]4[NH:23][C:24](=[O:25])[NH:26][C:27]4=[O:28])=[C:14]3[N:13]=2)[CH:8]=[CH:9][CH:10]=1)([CH3:3])([CH3:4])[CH3:2]. Reactant: [C:1]([C:5]1[CH:6]=[C:7]([NH:11][C:12]2[CH:17]=[CH:16][N:15]3[N:18]=[CH:19][C:20]([CH:21]=O)=[C:14]3[N:13]=2)[CH:8]=[CH:9][CH:10]=1)([CH3:4])([CH3:3])[CH3:2].[NH:23]1[CH2:29][C:27](=[O:28])[NH:26][C:24]1=[O:25].N1CCCCC1. (3) Reactant: C(O)C.Cl.[NH2:5][OH:6].[CH:7]1[CH:8]=[C:9]2[C:14]3=[C:15]([C:17](O[C:20](=[O:21])[C:13]3=[CH:12][CH:11]=[CH:10]2)=[O:18])[CH:16]=1. Product: [CH:7]1[CH:16]=[C:15]2[C:17]([N:5]([OH:6])[C:20]([C:13]3=[CH:12][CH:11]=[CH:10][C:9](=[C:14]23)[CH:8]=1)=[O:21])=[O:18]. The catalyst class is: 66.